Dataset: Merck oncology drug combination screen with 23,052 pairs across 39 cell lines. Task: Regression. Given two drug SMILES strings and cell line genomic features, predict the synergy score measuring deviation from expected non-interaction effect. Drug 1: COc1cccc2c1C(=O)c1c(O)c3c(c(O)c1C2=O)CC(O)(C(=O)CO)CC3OC1CC(N)C(O)C(C)O1. Drug 2: COC1CC2CCC(C)C(O)(O2)C(=O)C(=O)N2CCCCC2C(=O)OC(C(C)CC2CCC(OP(C)(C)=O)C(OC)C2)CC(=O)C(C)C=C(C)C(O)C(OC)C(=O)C(C)CC(C)C=CC=CC=C1C. Cell line: VCAP. Synergy scores: synergy=26.3.